Task: Predict the product of the given reaction.. Dataset: Forward reaction prediction with 1.9M reactions from USPTO patents (1976-2016) (1) The product is: [C:10]([C:8]1[CH:7]=[CH:6][C:5]([C:12]2[CH:17]=[CH:16][C:15]([O:18][C:19]([F:21])([F:22])[F:20])=[C:14]([CH2:23][NH:24][C@H:25]3[CH2:30][CH2:29][N:28]([C:40](=[O:41])[C:39]([N:38]([CH3:44])[CH3:37])=[O:43])[CH2:27][C@H:26]3[C:31]3[CH:32]=[CH:33][CH:34]=[CH:35][CH:36]=3)[CH:13]=2)=[C:4]([F:3])[CH:9]=1)#[N:11]. Given the reactants Cl.Cl.[F:3][C:4]1[CH:9]=[C:8]([C:10]#[N:11])[CH:7]=[CH:6][C:5]=1[C:12]1[CH:17]=[CH:16][C:15]([O:18][C:19]([F:22])([F:21])[F:20])=[C:14]([CH2:23][NH:24][C@H:25]2[CH2:30][CH2:29][NH:28][CH2:27][C@H:26]2[C:31]2[CH:36]=[CH:35][CH:34]=[CH:33][CH:32]=2)[CH:13]=1.[CH3:37][N:38]([CH3:44])[C:39](=[O:43])[C:40](O)=[O:41], predict the reaction product. (2) Given the reactants [CH2:1]([O:3][C@@H:4]1[C@@H:9]([O:10][CH3:11])[C@H:8]([CH3:12])[O:7][CH:6]([OH:13])[C@@H:5]1[O:14][CH3:15])[CH3:2].[Br:16][C:17]1[CH:22]=[CH:21][C:20]([N:23]=[C:24]=[O:25])=[CH:19][CH:18]=1.C([O-])([O-])=O.[Cs+].[Cs+], predict the reaction product. The product is: [Br:16][C:17]1[CH:22]=[CH:21][C:20]([NH:23][C:24](=[O:25])[O:13][C@H:6]2[C@H:5]([O:14][CH3:15])[C@H:4]([O:3][CH2:1][CH3:2])[C@@H:9]([O:10][CH3:11])[C@H:8]([CH3:12])[O:7]2)=[CH:19][CH:18]=1. (3) Given the reactants [CH2:1]([O:8][NH2:9])[C:2]1[CH:7]=[CH:6][CH:5]=[CH:4][CH:3]=1.C(N(CC)CC)C.[C:17](OC(=O)C)(=[O:19])C.Cl, predict the reaction product. The product is: [CH:17]([NH:9][O:8][CH2:1][C:2]1[CH:7]=[CH:6][CH:5]=[CH:4][CH:3]=1)=[O:19]. (4) Given the reactants [NH2:1][C@@H:2]1[C:11]2[C:6](=[CH:7][CH:8]=[CH:9][CH:10]=2)[C@H:5]([OH:12])[CH2:4][CH2:3]1.[H-].[Na+].F[C:16]1[CH:17]=[CH:18][C:19]2[N:20]([C:22]([C@H:25]3[CH2:29][CH2:28][CH2:27][N:26]3[CH3:30])=[N:23][N:24]=2)[CH:21]=1, predict the reaction product. The product is: [CH3:30][N:26]1[CH2:27][CH2:28][CH2:29][C@@H:25]1[C:22]1[N:20]2[CH:21]=[C:16]([O:12][C@H:5]3[C:6]4[C:11](=[CH:10][CH:9]=[CH:8][CH:7]=4)[C@@H:2]([NH2:1])[CH2:3][CH2:4]3)[CH:17]=[CH:18][C:19]2=[N:24][N:23]=1. (5) Given the reactants [C:1]([C:5]1[CH:6]=[C:7]([N+:18]([O-])=O)[C:8]([O:16][CH3:17])=[C:9]([C:11]2[NH:15][N:14]=[N:13][CH:12]=2)[CH:10]=1)([CH3:4])([CH3:3])[CH3:2].[NH4+].[Cl-], predict the reaction product. The product is: [C:1]([C:5]1[CH:10]=[C:9]([C:11]2[NH:15][N:14]=[N:13][CH:12]=2)[C:8]([O:16][CH3:17])=[C:7]([CH:6]=1)[NH2:18])([CH3:4])([CH3:2])[CH3:3]. (6) Given the reactants Br[C:2]1[CH:3]=[C:4]([O:9][CH2:10][C:11]2[C:16]([Cl:17])=[CH:15][CH:14]=[CH:13][C:12]=2[Cl:18])[C:5]([NH2:8])=[N:6][CH:7]=1.CC1(C)C(C)(C)OB([C:27]2[CH:41]=[CH:40][C:30]([O:31][CH2:32][CH2:33][N:34]3[CH2:39][CH2:38][O:37][CH2:36][CH2:35]3)=[CH:29][CH:28]=2)O1, predict the reaction product. The product is: [Cl:18][C:12]1[CH:13]=[CH:14][CH:15]=[C:16]([Cl:17])[C:11]=1[CH2:10][O:9][C:4]1[C:5]([NH2:8])=[N:6][CH:7]=[C:2]([C:27]2[CH:41]=[CH:40][C:30]([O:31][CH2:32][CH2:33][N:34]3[CH2:35][CH2:36][O:37][CH2:38][CH2:39]3)=[CH:29][CH:28]=2)[CH:3]=1. (7) Given the reactants [OH:1][C:2]1[CH:3]=[C:4]([CH:7]=[CH:8][CH:9]=1)[CH:5]=O.[C:10]([O:18][CH2:19][CH3:20])(=[O:17])[CH2:11][C:12]([O:14][CH2:15][CH3:16])=[O:13], predict the reaction product. The product is: [OH:1][C:2]1[CH:3]=[C:4]([CH:5]=[C:11]([C:12]([O:14][CH2:15][CH3:16])=[O:13])[C:10]([O:18][CH2:19][CH3:20])=[O:17])[CH:7]=[CH:8][CH:9]=1.